From a dataset of Forward reaction prediction with 1.9M reactions from USPTO patents (1976-2016). Predict the product of the given reaction. (1) Given the reactants [C:1]([O:5][C:6]([N:8]1[CH2:13][CH2:12][C@@H:11]([C:14]2[CH:19]=[CH:18][C:17]([F:20])=[C:16]([F:21])[CH:15]=2)[C@H:10]([CH:22]=O)[CH2:9]1)=[O:7])([CH3:4])([CH3:3])[CH3:2].Cl.[NH2:25][OH:26].C([O-])([O-])=O.[Na+].[Na+], predict the reaction product. The product is: [C:1]([O:5][C:6]([N:8]1[CH2:13][CH2:12][C@@H:11]([C:14]2[CH:19]=[CH:18][C:17]([F:20])=[C:16]([F:21])[CH:15]=2)[C@H:10](/[CH:22]=[N:25]/[OH:26])[CH2:9]1)=[O:7])([CH3:4])([CH3:3])[CH3:2]. (2) Given the reactants [F:1][C:2]1[C:3]([CH2:25][N:26](C)[C:27](=O)OC(C)(C)C)=[CH:4][N:5]([S:14]([C:17]2[CH:22]=[CH:21][CH:20]=[C:19]([CH2:23][OH:24])[CH:18]=2)(=[O:16])=[O:15])[C:6]=1[C:7]1[C:8]([F:13])=[N:9][CH:10]=[CH:11][CH:12]=1.[C:35]([O:38]CC)(=[O:37])[CH3:36].Cl.[C:42]([O:45]CC)(=[O:44])[CH3:43], predict the reaction product. The product is: [C:42]([OH:45])(=[O:44])/[CH:43]=[CH:36]/[C:35]([OH:38])=[O:37].[C:35]([O:24][CH2:23][C:19]1[CH:20]=[CH:21][CH:22]=[C:17]([S:14]([N:5]2[CH:4]=[C:3]([CH2:25][NH:26][CH3:27])[C:2]([F:1])=[C:6]2[C:7]2[C:8]([F:13])=[N:9][CH:10]=[CH:11][CH:12]=2)(=[O:16])=[O:15])[CH:18]=1)(=[O:37])[CH3:36]. (3) Given the reactants C[O:2][C:3]1[CH:4]=[C:5]2[C:9](=[CH:10][CH:11]=1)[N:8]([CH2:12][CH2:13][C:14]1[CH:19]=[CH:18][CH:17]=[CH:16][CH:15]=1)[CH:7]=[CH:6]2.B(Br)(Br)Br.ClCCl.CO.C([O-])(O)=O.[Na+], predict the reaction product. The product is: [CH2:12]([N:8]1[C:9]2[C:5](=[CH:4][C:3]([OH:2])=[CH:11][CH:10]=2)[CH2:6][CH2:7]1)[CH2:13][C:14]1[CH:15]=[CH:16][CH:17]=[CH:18][CH:19]=1. (4) Given the reactants [CH2:1]([C:8]1[CH:17]=[C:16]2[C:11]([C:12]([OH:35])=[C:13]([C:30](OCC)=[O:31])[C:14](=[O:29])[N:15]2[CH2:18][C:19]2[CH:24]=[CH:23][C:22]([S:25]([CH3:28])(=[O:27])=[O:26])=[CH:21][CH:20]=2)=[N:10][CH:9]=1)[C:2]1[CH:7]=[CH:6][CH:5]=[CH:4][CH:3]=1.[NH2:36][CH2:37][CH2:38][CH2:39][N:40]1[CH2:45][CH2:44][O:43][CH2:42][CH2:41]1, predict the reaction product. The product is: [CH2:1]([C:8]1[CH:17]=[C:16]2[C:11]([C:12]([OH:35])=[C:13]([C:30]([NH:36][CH2:37][CH2:38][CH2:39][N:40]3[CH2:45][CH2:44][O:43][CH2:42][CH2:41]3)=[O:31])[C:14](=[O:29])[N:15]2[CH2:18][C:19]2[CH:20]=[CH:21][C:22]([S:25]([CH3:28])(=[O:26])=[O:27])=[CH:23][CH:24]=2)=[N:10][CH:9]=1)[C:2]1[CH:7]=[CH:6][CH:5]=[CH:4][CH:3]=1. (5) Given the reactants [NH2:1][CH:2]([CH3:24])[CH:3]([N:5]1[C:9]2=[N:10][C:11]([C:14]([O:16]CC)=[O:15])=[CH:12][CH:13]=[C:8]2[CH:7]=[C:6]1[C:19](OCC)=[O:20])[CH3:4].C(=O)([O-])[O-].[K+].[K+], predict the reaction product. The product is: [CH3:24][CH:2]1[CH:3]([CH3:4])[N:5]2[C:9]3[N:10]=[C:11]([C:14]([OH:16])=[O:15])[CH:12]=[CH:13][C:8]=3[CH:7]=[C:6]2[C:19](=[O:20])[NH:1]1. (6) Given the reactants [Br:1][C:2]1[CH:13]=[N:12][C:5]2[NH:6][CH2:7][C@@H:8]([CH3:11])[NH:9][CH2:10][C:4]=2[CH:3]=1.C(N(CC)CC)C.[C:21](O[C:21]([O:23][C:24]([CH3:27])([CH3:26])[CH3:25])=[O:22])([O:23][C:24]([CH3:27])([CH3:26])[CH3:25])=[O:22], predict the reaction product. The product is: [Br:1][C:2]1[CH:13]=[N:12][C:5]2[NH:6][CH2:7][C@@H:8]([CH3:11])[N:9]([C:21]([O:23][C:24]([CH3:27])([CH3:26])[CH3:25])=[O:22])[CH2:10][C:4]=2[CH:3]=1. (7) The product is: [CH:34]1([N:37]2[C:46]3[C:41](=[CH:42][C:43]([F:49])=[C:44]([C:5]4[S:1][C:2]5[CH2:8][CH2:7][CH:6]([NH:9][C:10]([C:23]6[CH:24]=[CH:25][CH:26]=[CH:27][CH:28]=6)([C:11]6[CH:16]=[CH:15][CH:14]=[CH:13][CH:12]=6)[C:17]6[CH:18]=[CH:19][CH:20]=[CH:21][CH:22]=6)[C:3]=5[CH:4]=4)[C:45]=3[CH3:47])[C:40](=[O:50])[NH:39][C:38]2=[O:51])[CH2:35][CH2:36]1. Given the reactants [S:1]1[CH:5]=[CH:4][C:3]2[CH:6]([NH:9][C:10]([C:23]3[CH:28]=[CH:27][CH:26]=[CH:25][CH:24]=3)([C:17]3[CH:22]=[CH:21][CH:20]=[CH:19][CH:18]=3)[C:11]3[CH:16]=[CH:15][CH:14]=[CH:13][CH:12]=3)[CH2:7][CH2:8][C:2]1=2.C([Li])CCC.[CH:34]1([N:37]2[C:46]3[C:41](=[CH:42][C:43]([F:49])=[C:44](I)[C:45]=3[CH3:47])[C:40](=[O:50])[NH:39][C:38]2=[O:51])[CH2:36][CH2:35]1.C1([As](C2C=CC=CC=2)C2C=CC=CC=2)C=CC=CC=1.[F-].[K+], predict the reaction product. (8) Given the reactants [C:1]([C:3]1[C:4]([O:16][CH3:17])=[CH:5][C:6]([O:14][CH3:15])=[C:7]([C:9]2[S:10][CH:11]=[CH:12][CH:13]=2)[CH:8]=1)#[CH:2].C([Li])CCC.[CH:23]([C:25]1[CH:34]=[CH:33][C:28]([C:29]([O:31][CH3:32])=[O:30])=[CH:27][CH:26]=1)=[O:24], predict the reaction product. The product is: [CH3:32][O:31][C:29](=[O:30])[C:28]1[CH:33]=[CH:34][C:25]([CH:23]([OH:24])[C:2]#[C:1][C:3]2[CH:8]=[C:7]([C:9]3[S:10][CH:11]=[CH:12][CH:13]=3)[C:6]([O:14][CH3:15])=[CH:5][C:4]=2[O:16][CH3:17])=[CH:26][CH:27]=1. (9) Given the reactants [CH:1]([S:3]([N:6]1[CH2:11][CH2:10][CH:9]([C:12]2[C:20]3[C:15](=[C:16]([C:27]([NH2:29])=[O:28])[CH:17]=[C:18]([C:21]4[CH:26]=[CH:25][CH:24]=[CH:23][CH:22]=4)[CH:19]=3)[NH:14][CH:13]=2)[CH2:8][CH2:7]1)(=[O:5])=[O:4])=[CH2:2].[OH-:30].[Na+], predict the reaction product. The product is: [OH:30][CH2:2][CH2:1][S:3]([N:6]1[CH2:7][CH2:8][CH:9]([C:12]2[C:20]3[C:15](=[C:16]([C:27]([NH2:29])=[O:28])[CH:17]=[C:18]([C:21]4[CH:26]=[CH:25][CH:24]=[CH:23][CH:22]=4)[CH:19]=3)[NH:14][CH:13]=2)[CH2:10][CH2:11]1)(=[O:5])=[O:4].